This data is from Forward reaction prediction with 1.9M reactions from USPTO patents (1976-2016). The task is: Predict the product of the given reaction. Given the reactants C([O:8][C:9]([NH:11][C:12]1[C:13]([Cl:24])=[N:14][C:15]([C:18]2[CH:23]=[CH:22][CH:21]=[CH:20][CH:19]=2)=[N:16][CH:17]=1)=O)C1C=CC=CC=1.[NH3:25].C(O)(C)C, predict the reaction product. The product is: [ClH:24].[C:18]1([C:15]2[N:14]=[C:13]3[C:12]([NH:11][C:9](=[O:8])[NH:25]3)=[CH:17][N:16]=2)[CH:23]=[CH:22][CH:21]=[CH:20][CH:19]=1.